Dataset: Reaction yield outcomes from USPTO patents with 853,638 reactions. Task: Predict the reaction yield, written as a fraction of the theoretical maximum amount of product (1.0 means a 100% yield; for example, 0.34 means a 34% yield). (1) The reactants are [F:1][C:2]1[CH:7]=[CH:6][C:5]([CH2:8][C:9]2[CH:18]=[C:17]3[C:12]([C:13]([OH:29])=[C:14]([C:24](OCC)=[O:25])[C:15](=[O:23])[N:16]3[CH2:19][CH2:20][CH2:21][OH:22])=[N:11][CH:10]=2)=[CH:4][CH:3]=1.[NH2:30][CH2:31][C@H:32]([OH:34])[CH3:33]. No catalyst specified. The product is [F:1][C:2]1[CH:3]=[CH:4][C:5]([CH2:8][C:9]2[CH:18]=[C:17]3[C:12]([C:13]([OH:29])=[C:14]([C:24]([NH:30][CH2:31][C@H:32]([OH:34])[CH3:33])=[O:25])[C:15](=[O:23])[N:16]3[CH2:19][CH2:20][CH2:21][OH:22])=[N:11][CH:10]=2)=[CH:6][CH:7]=1. The yield is 0.250. (2) The reactants are [C:1]([CH:5]1[CH2:10][CH2:9][CH:8]([O:11][C:12]2[CH:13]=[C:14]3[C:19](=[CH:20][CH:21]=2)[N:18]=[C:17]([C:22](=O)[CH3:23])[CH:16]=[CH:15]3)[CH2:7][CH2:6]1)([CH3:4])([CH3:3])[CH3:2].[CH3:25][O:26][C:27]([CH:29]1[CH2:32][NH:31][CH2:30]1)=[O:28].C(O)C.C([BH3-])#N.[Na+]. No catalyst specified. The product is [C:1]([C@H:5]1[CH2:10][CH2:9][C@H:8]([O:11][C:12]2[CH:13]=[C:14]3[C:19](=[CH:20][CH:21]=2)[N:18]=[C:17]([CH:22]([N:31]2[CH2:32][CH:29]([C:27]([O:26][CH3:25])=[O:28])[CH2:30]2)[CH3:23])[CH:16]=[CH:15]3)[CH2:7][CH2:6]1)([CH3:4])([CH3:3])[CH3:2]. The yield is 0.650.